From a dataset of Full USPTO retrosynthesis dataset with 1.9M reactions from patents (1976-2016). Predict the reactants needed to synthesize the given product. (1) Given the product [CH2:1]([O:8][C:9]1[CH:14]=[CH:13][C:12]([N+:15]([O-:17])=[O:16])=[CH:11][C:10]=1[C:22]1[CH:27]=[CH:26][CH:25]=[CH:24][CH:23]=1)[C:2]1[CH:7]=[CH:6][CH:5]=[CH:4][CH:3]=1, predict the reactants needed to synthesize it. The reactants are: [CH2:1]([O:8][C:9]1[CH:14]=[CH:13][C:12]([N+:15]([O-:17])=[O:16])=[CH:11][C:10]=1Br)[C:2]1[CH:7]=[CH:6][CH:5]=[CH:4][CH:3]=1.C(Cl)Cl.[C:22]1(B(O)O)[CH:27]=[CH:26][CH:25]=[CH:24][CH:23]=1.P([O-])([O-])([O-])=O.[K+].[K+].[K+]. (2) Given the product [ClH:35].[O:25]([C:22]1[CH:23]=[CH:24][C:19]([N:18]2[C:14]([CH:11]3[CH2:12][CH2:13][NH:8][CH2:9][CH2:10]3)=[CH:15][C:16]([C:32]([NH2:33])=[O:34])=[N:17]2)=[CH:20][CH:21]=1)[C:26]1[CH:31]=[CH:30][CH:29]=[CH:28][CH:27]=1, predict the reactants needed to synthesize it. The reactants are: C(OC([N:8]1[CH2:13][CH2:12][CH:11]([C:14]2[N:18]([C:19]3[CH:24]=[CH:23][C:22]([O:25][C:26]4[CH:31]=[CH:30][CH:29]=[CH:28][CH:27]=4)=[CH:21][CH:20]=3)[N:17]=[C:16]([C:32](=[O:34])[NH2:33])[CH:15]=2)[CH2:10][CH2:9]1)=O)(C)(C)C.[ClH:35].CCO. (3) Given the product [NH2:1][C:2]1[C:11]2[N:12]=[C:13]([CH2:43][O:44][CH2:45][CH3:46])[N:14]([CH2:15][CH2:16][CH2:17][N:18]([CH2:27][C:28]3[CH:29]=[C:30]([CH:40]=[CH:41][CH:42]=3)[O:31][C:32]([CH3:39])([CH3:38])[C:33]([OH:35])=[O:34])[C:19](=[O:26])[CH2:20][N:21]([CH2:24][CH3:25])[CH2:22][CH3:23])[C:10]=2[C:9]2[CH:8]=[CH:7][CH:6]=[CH:5][C:4]=2[N:3]=1, predict the reactants needed to synthesize it. The reactants are: [NH2:1][C:2]1[C:11]2[N:12]=[C:13]([CH2:43][O:44][CH2:45][CH3:46])[N:14]([CH2:15][CH2:16][CH2:17][N:18]([CH2:27][C:28]3[CH:29]=[C:30]([CH:40]=[CH:41][CH:42]=3)[O:31][C:32]([CH3:39])([CH3:38])[C:33]([O:35]CC)=[O:34])[C:19](=[O:26])[CH2:20][N:21]([CH2:24][CH3:25])[CH2:22][CH3:23])[C:10]=2[C:9]2[CH:8]=[CH:7][CH:6]=[CH:5][C:4]=2[N:3]=1.Cl. (4) Given the product [Cl:1][C:2]1[CH:3]=[C:4]([CH:20]=[CH:21][C:22]=1[O:23][CH3:24])[CH2:5][NH:6][C:7]1[C:12]([C:13]([O:15][CH2:16][CH3:17])=[O:14])=[CH:11][N:10]=[C:9]([S:18]([CH3:19])=[O:33])[N:8]=1, predict the reactants needed to synthesize it. The reactants are: [Cl:1][C:2]1[CH:3]=[C:4]([CH:20]=[CH:21][C:22]=1[O:23][CH3:24])[CH2:5][NH:6][C:7]1[C:12]([C:13]([O:15][CH2:16][CH3:17])=[O:14])=[CH:11][N:10]=[C:9]([S:18][CH3:19])[N:8]=1.C1C=C(Cl)C=C(C(OO)=[O:33])C=1.O.